Dataset: Catalyst prediction with 721,799 reactions and 888 catalyst types from USPTO. Task: Predict which catalyst facilitates the given reaction. (1) Reactant: [Si]([O:8][CH2:9][C@@H:10]([O:15][CH2:16][C:17]1[CH:22]=[CH:21][C:20](/[CH:23]=[CH:24]/[CH2:25][N:26]2[CH:30]=[CH:29][CH:28]=[C:27]2[C:31](=[O:39])[C:32]2[CH:37]=[CH:36][C:35]([CH3:38])=[CH:34][CH:33]=2)=[CH:19][CH:18]=1)[C:11]([O:13][CH3:14])=[O:12])(C(C)(C)C)(C)C.O. Product: [OH:8][CH2:9][C@@H:10]([O:15][CH2:16][C:17]1[CH:22]=[CH:21][C:20](/[CH:23]=[CH:24]/[CH2:25][N:26]2[CH:30]=[CH:29][CH:28]=[C:27]2[C:31](=[O:39])[C:32]2[CH:37]=[CH:36][C:35]([CH3:38])=[CH:34][CH:33]=2)=[CH:19][CH:18]=1)[C:11]([O:13][CH3:14])=[O:12]. The catalyst class is: 1. (2) Reactant: [CH:1]1([N:5]2[CH2:11][CH2:10][C:9]3[CH:12]=[CH:13][C:14]([CH:16]4[CH2:21][CH2:20][N:19]([C:22]5[CH:23]=[CH:24][C:25]([C:28]([OH:30])=O)=[N:26][CH:27]=5)[CH2:18][CH2:17]4)=[CH:15][C:8]=3[CH2:7][CH2:6]2)[CH2:4][CH2:3][CH2:2]1.O=[C:32](N1C=CN=C1)[N:33]1C=CN=C1.CN.O. Product: [NH3:5].[CH:1]1([N:5]2[CH2:11][CH2:10][C:9]3[CH:12]=[CH:13][C:14]([CH:16]4[CH2:17][CH2:18][N:19]([C:22]5[CH:23]=[CH:24][C:25]([C:28]([NH:33][CH3:32])=[O:30])=[N:26][CH:27]=5)[CH2:20][CH2:21]4)=[CH:15][C:8]=3[CH2:7][CH2:6]2)[CH2:2][CH2:3][CH2:4]1. The catalyst class is: 7. (3) Reactant: [Cl:1][C:2]1[CH:3]=[C:4]([CH:8]=[CH:9][C:10]=1[O:11][CH:12]([CH3:14])[CH3:13])[C:5]([OH:7])=O.C(Cl)CCl.C1C=CC2N(O)N=NC=2C=1.O[NH:30][C:31]([C:33]1[CH:38]=[CH:37][C:36]([O:39][CH2:40][O:41][CH2:42][CH2:43][Si:44]([CH3:47])([CH3:46])[CH3:45])=[CH:35][C:34]=1[CH3:48])=[NH:32]. Product: [Cl:1][C:2]1[CH:3]=[C:4]([C:5]2[O:7][N:30]=[C:31]([C:33]3[CH:38]=[CH:37][C:36]([O:39][CH2:40][O:41][CH2:42][CH2:43][Si:44]([CH3:47])([CH3:46])[CH3:45])=[CH:35][C:34]=3[CH3:48])[N:32]=2)[CH:8]=[CH:9][C:10]=1[O:11][CH:12]([CH3:14])[CH3:13]. The catalyst class is: 1. (4) Reactant: C(C=P(CCCC)(CCCC)CCCC)#N.[OH:17][C@@H:18]1[CH2:23][C@H:22]([C:24]#[N:25])[C:21]([CH3:27])([CH3:26])[CH2:20][CH2:19]1.[CH3:28][C:29]1[C:37](O)=[CH:36][CH:35]=[C:34]2[C:30]=1[CH:31]=[N:32][NH:33]2. Product: [CH3:26][C:21]1([CH3:27])[CH2:20][CH2:19][C@@H:18]([O:17][C:37]2[C:29]([CH3:28])=[C:30]3[C:34](=[CH:35][CH:36]=2)[NH:33][N:32]=[CH:31]3)[CH2:23][C@@H:22]1[C:24]#[N:25]. The catalyst class is: 11. (5) The catalyst class is: 23. Product: [CH:23]([O-:24])=[O:22].[CH3:13][O:12][C:9]1[CH:10]=[CH:11][C:6]([CH2:5][O:4][CH2:3][CH2:2][N+:14]23[CH2:21][CH2:20][CH:17]([CH2:18][CH2:19]2)[C@@H:16]([O:22][C:23]([C:25]2([C:32]4[CH:33]=[CH:34][CH:35]=[CH:36][CH:37]=4)[CH2:31][CH2:30][CH2:29][CH2:28][CH2:27][CH2:26]2)=[O:24])[CH2:15]3)=[CH:7][CH:8]=1. Reactant: Br[CH2:2][CH2:3][O:4][CH2:5][C:6]1[CH:11]=[CH:10][C:9]([O:12][CH3:13])=[CH:8][CH:7]=1.[N:14]12[CH2:21][CH2:20][CH:17]([CH2:18][CH2:19]1)[C@@H:16]([O:22][C:23]([C:25]1([C:32]3[CH:37]=[CH:36][CH:35]=[CH:34][CH:33]=3)[CH2:31][CH2:30][CH2:29][CH2:28][CH2:27][CH2:26]1)=[O:24])[CH2:15]2. (6) Reactant: [C:1]([O:5][C:6]([N:8]1[CH2:12][C:11](=[CH2:13])[CH2:10][C@H:9]1[C:14](O)=[O:15])=[O:7])([CH3:4])([CH3:3])[CH3:2].CN1CCOCC1.[BH4-].[Na+].CCOCC. Product: [C:1]([O:5][C:6]([N:8]1[CH2:12][C:11](=[CH2:13])[CH2:10][C@H:9]1[CH2:14][OH:15])=[O:7])([CH3:4])([CH3:3])[CH3:2]. The catalyst class is: 20. (7) Reactant: [C:1]([O:5][C:6]([N:8]1[CH2:13][CH2:12][CH:11]([CH2:14][OH:15])[CH2:10][CH2:9]1)=[O:7])([CH3:4])([CH3:3])[CH3:2].CCOCC.[OH-].[Na+]. Product: [C:1]([O:5][C:6]([N:8]1[CH2:13][CH2:12][CH:11]([CH:14]=[O:15])[CH2:10][CH2:9]1)=[O:7])([CH3:4])([CH3:3])[CH3:2]. The catalyst class is: 2.